From a dataset of Catalyst prediction with 721,799 reactions and 888 catalyst types from USPTO. Predict which catalyst facilitates the given reaction. (1) Reactant: Br[C:2]1[CH:7]=[CH:6][C:5]([CH:8]([CH3:26])[C:9]([C:15]2[CH:16]=[CH:17][C:18]3[O:22][C:21](=[O:23])[N:20]([CH3:24])[C:19]=3[CH:25]=2)([OH:14])[C:10]([F:13])([F:12])[F:11])=[C:4]([Cl:27])[CH:3]=1.[F:28][C:29]1[CH:30]=[C:31](B(O)O)[CH:32]=[CH:33][C:34]=1[C:35]([O:37][CH3:38])=[O:36].C([O-])([O-])=O.[Na+].[Na+]. Product: [CH3:38][O:37][C:35]([C:34]1[CH:33]=[CH:32][C:31]([C:2]2[CH:7]=[CH:6][C:5]([CH:8]([CH3:26])[C:9]([OH:14])([C:15]3[CH:16]=[CH:17][C:18]4[O:22][C:21](=[O:23])[N:20]([CH3:24])[C:19]=4[CH:25]=3)[C:10]([F:11])([F:13])[F:12])=[C:4]([Cl:27])[CH:3]=2)=[CH:30][C:29]=1[F:28])=[O:36]. The catalyst class is: 38. (2) Reactant: [Br:1][C:2]1[C:3](=[O:28])[N:4]([C:20]2[C:25]([F:26])=[CH:24][CH:23]=[CH:22][C:21]=2[F:27])[C:5]([CH3:19])=[C:6](I)[C:7]=1[O:8][CH2:9][C:10]1[CH:15]=[CH:14][C:13]([F:16])=[CH:12][C:11]=1[F:17].[CH2:29]([Sn](CCCC)(CCCC)C=C)[CH2:30]CC.C(#N)C.O. Product: [Br:1][C:2]1[C:3](=[O:28])[N:4]([C:20]2[C:25]([F:26])=[CH:24][CH:23]=[CH:22][C:21]=2[F:27])[C:5]([CH3:19])=[C:6]([CH:29]=[CH2:30])[C:7]=1[O:8][CH2:9][C:10]1[CH:15]=[CH:14][C:13]([F:16])=[CH:12][C:11]=1[F:17]. The catalyst class is: 176. (3) Reactant: [OH:1][C@@H:2]([C:8]([N:10]1[CH2:15][CH2:14][N:13]([C:16]2[C:25]3[C:20](=[CH:21][C:22]([CH3:26])=[CH:23][CH:24]=3)[N:19]=[C:18]([C:27]3[CH:32]=[CH:31][CH:30]=[CH:29][C:28]=3[OH:33])[N:17]=2)[CH2:12][CH2:11]1)=[O:9])[CH2:3][C:4]([O:6]C)=[O:5].O[Li].O. Product: [OH:1][C@@H:2]([C:8]([N:10]1[CH2:11][CH2:12][N:13]([C:16]2[C:25]3[C:20](=[CH:21][C:22]([CH3:26])=[CH:23][CH:24]=3)[N:19]=[C:18]([C:27]3[CH:32]=[CH:31][CH:30]=[CH:29][C:28]=3[OH:33])[N:17]=2)[CH2:14][CH2:15]1)=[O:9])[CH2:3][C:4]([OH:6])=[O:5]. The catalyst class is: 20. (4) Reactant: Br[C:2]1[CH:7]=[CH:6][C:5]([S:8]([NH:11][C:12]2[CH:17]=[CH:16][C:15]([Cl:18])=[CH:14][C:13]=2[C:19]([C:21]2[CH:22]=[N:23][C:24]([CH3:27])=[CH:25][CH:26]=2)=[O:20])(=[O:10])=[O:9])=[CH:4][CH:3]=1.O.[O-]P([O-])([O-])=O.[K+].[K+].[K+].C1(P(C2C=CC=CC=2)C2C=CC3C(=CC=CC=3)C=2C2C3C(=CC=CC=3)C=CC=2P(C2C=CC=CC=2)C2C=CC=CC=2)C=CC=CC=1.[CH3:83][C@H:84]1[O:89][C@@H:88]([CH3:90])[CH2:87][NH:86][CH2:85]1. Product: [Cl:18][C:15]1[CH:16]=[CH:17][C:12]([NH:11][S:8]([C:5]2[CH:6]=[CH:7][C:2]([N:86]3[CH2:85][C@H:84]([CH3:83])[O:89][C@H:88]([CH3:90])[CH2:87]3)=[CH:3][CH:4]=2)(=[O:10])=[O:9])=[C:13]([C:19]([C:21]2[CH:22]=[N:23][C:24]([CH3:27])=[CH:25][CH:26]=2)=[O:20])[CH:14]=1. The catalyst class is: 394. (5) Reactant: [NH:1]1[C:5]2[CH:6]=[CH:7][C:8]([NH2:10])=[CH:9][C:4]=2[N:3]=[CH:2]1.[NH:11]1[C:19]2[C:14](=[CH:15][C:16]([CH:20]=O)=[CH:17][CH:18]=2)[CH:13]=[CH:12]1.[O:22]([C:24]#[N:25])[K].Cl.N1C=CC=CC=1.[N+:33]([CH:35]1[CH2:39][CH2:38][CH2:37][CH2:36]1)#[C-:34]. Product: [NH:1]1[C:5]2[CH:6]=[CH:7][C:8]([N:10]3[CH:20]([C:16]4[CH:15]=[C:14]5[C:19](=[CH:18][CH:17]=4)[NH:11][CH:12]=[CH:13]5)[C:34](=[N:33][CH:35]4[CH2:39][CH2:38][CH2:37][CH2:36]4)[NH:25][C:24]3=[O:22])=[CH:9][C:4]=2[N:3]=[CH:2]1. The catalyst class is: 5. (6) Reactant: [CH3:1][N:2]1[C:14]2[C:5](=[C:6]3[C:11](=[CH:12][CH:13]=2)[N:10]=[CH:9][CH:8]=[CH:7]3)[N:4]=[C:3]1[CH:15]([CH3:21])[CH2:16][C:17]([O:19]C)=[O:18].O.[OH-].[Li+]. Product: [CH3:1][N:2]1[C:14]2[C:5](=[C:6]3[C:11](=[CH:12][CH:13]=2)[N:10]=[CH:9][CH:8]=[CH:7]3)[N:4]=[C:3]1[CH:15]([CH3:21])[CH2:16][C:17]([OH:19])=[O:18]. The catalyst class is: 47.